This data is from Forward reaction prediction with 1.9M reactions from USPTO patents (1976-2016). The task is: Predict the product of the given reaction. (1) Given the reactants [Cl:1][C:2]1[CH:3]=[C:4]([CH2:9][C:10]#[N:11])[CH:5]=[CH:6][C:7]=1[Cl:8].Br[CH2:13][CH2:14][O:15][CH2:16][CH2:17]Br.[H-].[Na+], predict the reaction product. The product is: [Cl:1][C:2]1[CH:3]=[C:4]([C:9]2([C:10]#[N:11])[CH2:17][CH2:16][O:15][CH2:14][CH2:13]2)[CH:5]=[CH:6][C:7]=1[Cl:8]. (2) Given the reactants [Cl:1][C:2]1[CH:3]=[C:4]([C:18]([NH:20][C@H:21]([C:23]2[CH:32]=[CH:31][C:26]([C:27]([O:29][CH3:30])=[O:28])=[CH:25][CH:24]=2)[CH3:22])=[O:19])[C:5]([N:8]([CH3:17])[CH2:9]CC2C=CC=CC=2)=[N:6][CH:7]=1.[Cl:33][C:34]1[CH:35]=[C:36]([CH:40]=[CH:41][CH:42]=1)CCN, predict the reaction product. The product is: [Cl:1][C:2]1[CH:3]=[C:4]([C:18]([NH:20][C@H:21]([C:23]2[CH:24]=[CH:25][C:26]([C:27]([O:29][CH3:30])=[O:28])=[CH:31][CH:32]=2)[CH3:22])=[O:19])[C:5]([N:8]([CH2:9][C:41]2[CH:40]=[CH:36][CH:35]=[C:34]([Cl:33])[CH:42]=2)[CH3:17])=[N:6][CH:7]=1. (3) Given the reactants [F:1][C:2]([F:37])([F:36])[C:3]1[CH:4]=[C:5]([CH:29]=[C:30]([C:32]([F:35])([F:34])[F:33])[CH:31]=1)[CH2:6][N:7]([CH2:15][C:16]1[CH:24]=[C:23]([C:25]([F:28])([F:27])[F:26])[CH:22]=[CH:21][C:17]=1C(O)=O)[C:8]1[N:13]=[CH:12][C:11]([Br:14])=[CH:10][N:9]=1.O(P([N:54]=[N+]=[N-])(OC1C=CC=CC=1)=O)C1C=CC=CC=1.[CH2:57]([OH:64])[C:58]1[CH:63]=[CH:62][CH:61]=[CH:60][CH:59]=1.Cl.[O:66]1[CH2:70]CCC1, predict the reaction product. The product is: [F:35][C:32]([F:34])([F:33])[C:30]1[CH:29]=[C:5]([CH:4]=[C:3]([C:2]([F:1])([F:37])[F:36])[CH:31]=1)[CH2:6][N:7]([CH2:15][C:16]1[CH:24]=[C:23]([C:25]([F:27])([F:26])[F:28])[CH:22]=[CH:21][C:17]=1[NH:54][C:70](=[O:66])[O:64][CH2:57][C:58]1[CH:63]=[CH:62][CH:61]=[CH:60][CH:59]=1)[C:8]1[N:9]=[CH:10][C:11]([Br:14])=[CH:12][N:13]=1. (4) Given the reactants [H-].[Na+].[F:3][C:4]([F:15])([F:14])[C:5]1[CH:10]=[CH:9][C:8]([CH2:11][C:12]#[N:13])=[CH:7][CH:6]=1.Br[CH2:17][CH2:18][CH2:19][CH2:20]Br.Cl, predict the reaction product. The product is: [F:3][C:4]([F:14])([F:15])[C:5]1[CH:6]=[CH:7][C:8]([C:11]2([C:12]#[N:13])[CH2:20][CH2:19][CH2:18][CH2:17]2)=[CH:9][CH:10]=1. (5) Given the reactants [C:1]([O:5][C:6](=[O:19])[NH:7][C:8]1[CH:13]=[CH:12][C:11]([C:14]([F:17])([F:16])[F:15])=[CH:10][C:9]=1[NH2:18])([CH3:4])([CH3:3])[CH3:2].C([O:24][C:25](=O)[CH2:26][C:27]([C:29]1[CH:34]=[CH:33][CH:32]=[C:31]([C:35]2[CH:36]=[N:37][C:38]([CH3:41])=[CH:39][CH:40]=2)[CH:30]=1)=[O:28])(C)(C)C, predict the reaction product. The product is: [C:1]([O:5][C:6](=[O:19])[NH:7][C:8]1[CH:13]=[CH:12][C:11]([C:14]([F:17])([F:16])[F:15])=[CH:10][C:9]=1[NH:18][C:25](=[O:24])[CH2:26][C:27]([C:29]1[CH:34]=[CH:33][CH:32]=[C:31]([C:35]2[CH:36]=[N:37][C:38]([CH3:41])=[CH:39][CH:40]=2)[CH:30]=1)=[O:28])([CH3:4])([CH3:2])[CH3:3]. (6) Given the reactants [F:1][C:2]1([F:13])[CH2:7][CH2:6][CH:5]([CH2:8][CH2:9][C:10]([OH:12])=O)[CH2:4][CH2:3]1.[C:14]([Mg]Cl)([CH3:17])([CH3:16])[CH3:15].[Cl-].[NH4+].[Br-:22].[Br-].[Br-].C([N+](CCCC)(CCCC)CCCC)CCC.C([N+](CCCC)(CCCC)CCCC)CCC.C([N+](CCCC)(CCCC)CCCC)CCC.C(=O)([O-])O.[Na+], predict the reaction product. The product is: [Br:22][CH:9]([C:10](=[O:12])[C:14]([CH3:17])([CH3:16])[CH3:15])[CH2:8][CH:5]1[CH2:4][CH2:3][C:2]([F:1])([F:13])[CH2:7][CH2:6]1. (7) Given the reactants [CH2:1]([OH:4])[CH2:2][OH:3].C(OC)(OC)OC.O.C1(C)C=CC(S(O)(=O)=O)=CC=1.[CH2:24]([C@@:31]12[CH2:44][CH2:43][C:42](=O)[CH2:41][C@@H:40]1[CH2:39][CH2:38][C:37]1[CH:36]=[C:35]([C:46]([O:48][CH3:49])=[O:47])[CH:34]=[CH:33][C:32]2=1)[C:25]1[CH:30]=[CH:29][CH:28]=[CH:27][CH:26]=1.C([O-])(O)=O.[Na+], predict the reaction product. The product is: [CH2:24]([C@:31]12[C:32]3[C:37](=[CH:36][C:35]([C:46]([O:48][CH3:49])=[O:47])=[CH:34][CH:33]=3)[CH2:38][CH2:39][C@H:40]1[CH2:41][C:42]1([O:4][CH2:1][CH2:2][O:3]1)[CH2:43][CH2:44]2)[C:25]1[CH:26]=[CH:27][CH:28]=[CH:29][CH:30]=1. (8) Given the reactants [CH:1]([C:4]1[CH:8]=[C:7]([C:9]2[CH:14]=[CH:13][CH:12]=[CH:11][CH:10]=2)[NH:6][N:5]=1)([CH3:3])[CH3:2].Cl[CH2:16][C:17]1[CH:22]=[CH:21][C:20]([CH2:23][OH:24])=[CH:19][CH:18]=1, predict the reaction product. The product is: [CH:1]([C:4]1[CH:8]=[C:7]([C:9]2[CH:14]=[CH:13][CH:12]=[CH:11][CH:10]=2)[N:6]([CH2:16][C:17]2[CH:22]=[CH:21][C:20]([CH2:23][OH:24])=[CH:19][CH:18]=2)[N:5]=1)([CH3:3])[CH3:2].